From a dataset of Full USPTO retrosynthesis dataset with 1.9M reactions from patents (1976-2016). Predict the reactants needed to synthesize the given product. (1) Given the product [S:34](=[O:36])(=[O:35])([O:26][CH2:25][C@@H:23]1[CH2:24][C@@H:20]([N:17]2[C:13]3[N:14]=[CH:15][N:16]=[C:11]([NH:10][C@@H:1]4[C:9]5[C:4](=[CH:5][CH:6]=[CH:7][CH:8]=5)[CH2:3][CH2:2]4)[C:12]=3[CH:19]=[CH:18]2)[CH:21]=[CH:22]1)[NH2:37], predict the reactants needed to synthesize it. The reactants are: [C@@H:1]1([NH:10][C:11]2[C:12]3[CH:19]=[CH:18][N:17]([C@@H:20]4[CH2:24][C@@H:23]([CH2:25][OH:26])[CH:22]=[CH:21]4)[C:13]=3[N:14]=[CH:15][N:16]=2)[C:9]2[C:4](=[CH:5][CH:6]=[CH:7][CH:8]=2)[CH2:3][CH2:2]1.N1C=CC=CC=1.Cl[S:34]([NH2:37])(=[O:36])=[O:35]. (2) Given the product [C:21]([O:20][C:18]([N:9]1[CH2:10][CH2:11][CH:12]([C:13]([OH:15])=[O:14])[CH:7]([C:1]2[CH:6]=[CH:5][CH:4]=[CH:3][CH:2]=2)[CH2:8]1)=[O:19])([CH3:24])([CH3:22])[CH3:23], predict the reactants needed to synthesize it. The reactants are: [C:1]1([CH:7]2[CH:12]([C:13]([O:15]CC)=[O:14])[CH2:11][CH2:10][N:9]([C:18]([O:20][C:21]([CH3:24])([CH3:23])[CH3:22])=[O:19])[CH2:8]2)[CH:6]=[CH:5][CH:4]=[CH:3][CH:2]=1.[OH-].[K+].C(O)(=O)CC(CC(O)=O)(C(O)=O)O. (3) Given the product [CH3:15][O:16][CH2:17][O:1][C:2]1[C:6]([CH:7]=[O:8])=[CH:5][N:4]([C:9]2[CH:10]=[CH:11][CH:12]=[CH:13][CH:14]=2)[N:3]=1, predict the reactants needed to synthesize it. The reactants are: [OH:1][C:2]1[C:6]([CH:7]=[O:8])=[CH:5][N:4]([C:9]2[CH:14]=[CH:13][CH:12]=[CH:11][CH:10]=2)[N:3]=1.[CH3:15][O:16][CH2:17]Cl.C(N(CC)C(C)C)(C)C.C(=O)([O-])O.[Na+]. (4) Given the product [CH3:1][S:2]([O-:5])(=[O:4])=[O:3].[Cu+2:7].[CH3:1][S:2]([O-:5])(=[O:4])=[O:3], predict the reactants needed to synthesize it. The reactants are: [CH3:1][S:2]([OH:5])(=[O:4])=[O:3].[OH-].[Cu+2:7].[OH-]. (5) Given the product [C:26]([O:30][C:31]([N:33]1[CH2:34][CH2:35][CH:36]([NH:39][CH2:40][C:15](=[O:16])[C@@H:14]([NH:13][C:11]([C:9]2[NH:8][C:5]3=[CH:6][N:7]=[C:2]([Cl:1])[CH:3]=[C:4]3[CH:10]=2)=[O:12])[CH2:18][C:19]2[CH:20]=[CH:21][C:22]([F:25])=[CH:23][CH:24]=2)[CH2:37][CH2:38]1)=[O:32])([CH3:29])([CH3:28])[CH3:27], predict the reactants needed to synthesize it. The reactants are: [Cl:1][C:2]1[CH:3]=[C:4]2[CH:10]=[C:9]([C:11]([NH:13][C@@H:14]([CH2:18][C:19]3[CH:24]=[CH:23][C:22]([F:25])=[CH:21][CH:20]=3)[C:15](O)=[O:16])=[O:12])[NH:8][C:5]2=[CH:6][N:7]=1.[C:26]([O:30][C:31]([N:33]1[CH2:38][CH2:37][CH:36]([NH:39][CH3:40])[CH2:35][CH2:34]1)=[O:32])([CH3:29])([CH3:28])[CH3:27]. (6) Given the product [Cl:32][CH:7]([CH:1]1[CH2:6][CH2:5][CH2:4][CH2:3][CH2:2]1)[C:9]1[C:17]2[C:12](=[CH:13][CH:14]=[CH:15][CH:16]=2)[N:11]([C:18]2[CH:23]=[CH:22][CH:21]=[CH:20][CH:19]=2)[N:10]=1, predict the reactants needed to synthesize it. The reactants are: [CH:1]1([CH:7]([C:9]2[C:17]3[C:12](=[CH:13][CH:14]=[CH:15][CH:16]=3)[N:11]([C:18]3[CH:23]=[CH:22][CH:21]=[CH:20][CH:19]=3)[N:10]=2)O)[CH2:6][CH2:5][CH2:4][CH2:3][CH2:2]1.N1C=CC=CC=1.S(Cl)([Cl:32])=O.C(=O)([O-])O.[Na+].